Dataset: NCI-60 drug combinations with 297,098 pairs across 59 cell lines. Task: Regression. Given two drug SMILES strings and cell line genomic features, predict the synergy score measuring deviation from expected non-interaction effect. (1) Drug 1: C1CN1C2=NC(=NC(=N2)N3CC3)N4CC4. Drug 2: CN(C)C1=NC(=NC(=N1)N(C)C)N(C)C. Cell line: NCI-H226. Synergy scores: CSS=12.2, Synergy_ZIP=-1.17, Synergy_Bliss=2.45, Synergy_Loewe=0.0940, Synergy_HSA=-0.0772. (2) Drug 1: C1CCN(CC1)CCOC2=CC=C(C=C2)C(=O)C3=C(SC4=C3C=CC(=C4)O)C5=CC=C(C=C5)O. Drug 2: CN(C(=O)NC(C=O)C(C(C(CO)O)O)O)N=O. Cell line: T-47D. Synergy scores: CSS=1.66, Synergy_ZIP=0.0780, Synergy_Bliss=0.627, Synergy_Loewe=-6.51, Synergy_HSA=-6.26. (3) Drug 1: CC(C1=C(C=CC(=C1Cl)F)Cl)OC2=C(N=CC(=C2)C3=CN(N=C3)C4CCNCC4)N. Drug 2: COCCOC1=C(C=C2C(=C1)C(=NC=N2)NC3=CC=CC(=C3)C#C)OCCOC.Cl. Cell line: SK-MEL-2. Synergy scores: CSS=2.24, Synergy_ZIP=0.254, Synergy_Bliss=4.61, Synergy_Loewe=0.333, Synergy_HSA=0.836.